The task is: Predict the reactants needed to synthesize the given product.. This data is from Full USPTO retrosynthesis dataset with 1.9M reactions from patents (1976-2016). Given the product [C:7]([N:11]([C:12]1[N:6]2[C:2]([S:3][CH:4]=[CH:5]2)=[N:1][C:16]=1[C:15]1[CH:18]=[CH:19][CH:20]=[CH:21][C:14]=1[CH3:13])[C:22](=[O:24])[CH3:23])([CH3:10])([CH3:9])[CH3:8], predict the reactants needed to synthesize it. The reactants are: [NH2:1][C:2]1[S:3][CH:4]=[CH:5][N:6]=1.[C:7]([N+:11]#[C-:12])([CH3:10])([CH3:9])[CH3:8].[CH3:13][C:14]1[CH:21]=[CH:20][CH:19]=[CH:18][C:15]=1[CH:16]=O.[C:22](Cl)(=[O:24])[CH3:23].